Dataset: Catalyst prediction with 721,799 reactions and 888 catalyst types from USPTO. Task: Predict which catalyst facilitates the given reaction. (1) Reactant: [CH3:1][N:2]([CH3:12])[C:3]1[CH:11]=[CH:10][C:6]([C:7]([OH:9])=O)=[CH:5][CH:4]=1.F[C:14]1[C:19]([NH2:20])=[CH:18][CH:17]=[C:16]([F:21])[N:15]=1.CN(C=O)C.C([O-])([O-])=O.[K+].[K+]. Product: [F:21][C:16]1[N:15]=[C:14]2[O:9][C:7]([C:6]3[CH:5]=[CH:4][C:3]([N:2]([CH3:1])[CH3:12])=[CH:11][CH:10]=3)=[N:20][C:19]2=[CH:18][CH:17]=1. The catalyst class is: 202. (2) Reactant: C(NC(C)C)(C)C.C([Li])CCC.C(=O)=O.CC(C)=O.[F:20][C:21]1[C:22]([C:27]#[N:28])=[N:23][CH:24]=[CH:25][CH:26]=1.[Li+].CC([N-]C(C)C)C.[I:37]I. The catalyst class is: 76. Product: [F:20][C:21]1[C:22]([C:27]#[N:28])=[N:23][CH:24]=[CH:25][C:26]=1[I:37]. (3) Reactant: [CH3:1]C(C)([O-])C.[K+].[Cl:7][C:8]1[N:13]=[CH:12][C:11]([CH2:14][OH:15])=[CH:10][CH:9]=1.IC. Product: [Cl:7][C:8]1[CH:9]=[CH:10][C:11]([CH2:14][O:15][CH3:1])=[CH:12][N:13]=1. The catalyst class is: 1. (4) Reactant: [H-].[Na+].C1COCC1.[C:8]([CH2:10]P(=O)(OCC)OCC)#[N:9].[F:19][C:20]1[CH:25]=[CH:24][C:23]([O:26][CH3:27])=[CH:22][C:21]=1[C:28]1[C:29]([CH:44]=O)=[CH:30][C:31]([O:34][CH2:35][C:36]2[CH:41]=[CH:40][C:39]([O:42][CH3:43])=[CH:38][CH:37]=2)=[CH:32][CH:33]=1. Product: [F:19][C:20]1[CH:25]=[CH:24][C:23]([O:26][CH3:27])=[CH:22][C:21]=1[C:28]1[CH:33]=[CH:32][C:31]([O:34][CH2:35][C:36]2[CH:37]=[CH:38][C:39]([O:42][CH3:43])=[CH:40][CH:41]=2)=[CH:30][C:29]=1[CH:44]=[CH:10][C:8]#[N:9]. The catalyst class is: 6. (5) Reactant: C[O:2][C:3](=[O:15])[CH2:4][NH:5][C:6](=[O:14])[C:7]1[CH:12]=[CH:11][CH:10]=[CH:9][C:8]=1[Cl:13].O.[OH-].[Li+]. Product: [Cl:13][C:8]1[CH:9]=[CH:10][CH:11]=[CH:12][C:7]=1[C:6]([NH:5][CH2:4][C:3]([OH:15])=[O:2])=[O:14]. The catalyst class is: 24.